From a dataset of Forward reaction prediction with 1.9M reactions from USPTO patents (1976-2016). Predict the product of the given reaction. (1) The product is: [NH2:14][C:4]1[C:3]([C:1]#[N:2])=[CH:7][N:6]([C:8]2[CH:9]=[CH:10][CH:11]=[CH:12][CH:13]=2)[N:5]=1.[NH2:14][C:4]1[C:3]([C:1]([NH2:2])=[O:22])=[CH:7][N:6]([C:8]2[CH:13]=[CH:12][CH:11]=[CH:10][CH:9]=2)[N:5]=1. Given the reactants [C:1]([C:3]1[C:4]([NH:14]C=C(C#N)C#N)=[N:5][N:6]([C:8]2[CH:13]=[CH:12][CH:11]=[CH:10][CH:9]=2)[CH:7]=1)#[N:2].Cl.[O:22]1CCOCC1, predict the reaction product. (2) The product is: [CH:1]1([C:4]2[CH:9]=[CH:8][CH:7]=[CH:6][C:5]=2[C:10]2[N:11]=[C:12]([CH2:15][O:16][C:17]3[CH:28]=[CH:27][C:20]([O:21][CH2:22][C:23]([OH:25])=[O:24])=[C:19]([CH3:29])[CH:18]=3)[S:13][CH:14]=2)[CH2:3][CH2:2]1. Given the reactants [CH:1]1([C:4]2[CH:9]=[CH:8][CH:7]=[CH:6][C:5]=2[C:10]2[N:11]=[C:12]([CH2:15][O:16][C:17]3[CH:28]=[CH:27][C:20]([O:21][CH2:22][C:23]([O:25]C)=[O:24])=[C:19]([CH3:29])[CH:18]=3)[S:13][CH:14]=2)[CH2:3][CH2:2]1.[Li+].[OH-].Cl.CCOC(C)=O, predict the reaction product. (3) Given the reactants [C:1]([C:3]1[CH:11]=[C:10]2[C:6]([C:7](/[CH:12]=[CH:13]/[C:14]([O:16][CH2:17][CH3:18])=[O:15])=[N:8][NH:9]2)=[CH:5][CH:4]=1)#N.C(O)(=[O:21])C, predict the reaction product. The product is: [CH:1]([C:3]1[CH:11]=[C:10]2[C:6]([C:7](/[CH:12]=[CH:13]/[C:14]([O:16][CH2:17][CH3:18])=[O:15])=[N:8][NH:9]2)=[CH:5][CH:4]=1)=[O:21]. (4) Given the reactants [OH-:1].[Na+].[NH2:3]O.C[O:6][C:7]([C:9]1[CH:10]=[C:11]2[C:15](=[CH:16][CH:17]=1)[N:14]([CH3:18])[CH:13]=[C:12]2[CH2:19][C:20]1[CH:25]=[CH:24][C:23]([F:26])=[CH:22][CH:21]=1)=O, predict the reaction product. The product is: [OH:1][NH:3][C:7]([C:9]1[CH:10]=[C:11]2[C:15](=[CH:16][CH:17]=1)[N:14]([CH3:18])[CH:13]=[C:12]2[CH2:19][C:20]1[CH:25]=[CH:24][C:23]([F:26])=[CH:22][CH:21]=1)=[O:6]. (5) Given the reactants [C:1]1([C@@H:7]([NH:9][C:10]2[C:15]([NH2:16])=[N:14][CH:13]=[CH:12][N:11]=2)[CH3:8])[CH:6]=[CH:5][CH:4]=[CH:3][CH:2]=1.Br[C:18]1[N:23]=[C:22]([NH:24][C@H:25]([C:27]2[CH:32]=[CH:31][CH:30]=[CH:29][CH:28]=2)[CH3:26])[C:21]([NH2:33])=[N:20][CH:19]=1.[CH:34](O)=[O:35], predict the reaction product. The product is: [C:1]1([C@@H:7]([N:9]2[C:10]3=[N:11][CH:12]=[CH:13][N:14]=[C:15]3[NH:16][C:34]2=[O:35])[CH3:8])[CH:6]=[CH:5][CH:4]=[CH:3][CH:2]=1.[C:27]1([C@@H:25]([NH:24][C:22]2[C:21]([NH2:33])=[N:20][CH:19]=[CH:18][N:23]=2)[CH3:26])[CH:32]=[CH:31][CH:30]=[CH:29][CH:28]=1.